From a dataset of Reaction yield outcomes from USPTO patents with 853,638 reactions. Predict the reaction yield, written as a fraction of the theoretical maximum amount of product (1.0 means a 100% yield; for example, 0.34 means a 34% yield). (1) The yield is 0.530. No catalyst specified. The reactants are [C:1]([C:5]1[CH:9]=[C:8]([NH:10][C:11]([NH:13][C:14]2[CH:19]=[C:18]([C:20]3[C:31](=[O:32])[N:30]([CH3:33])[C:23]4[N:24]=[C:25](SC)[N:26]=[CH:27][C:22]=4[CH:21]=3)[CH:17]=[CH:16][C:15]=2[F:34])=[O:12])[O:7][N:6]=1)([CH3:4])([CH3:3])[CH3:2].C1C=C(Cl)C=C(C(OO)=O)C=1.[CH3:46][NH2:47].Cl. The product is [C:1]([C:5]1[CH:9]=[C:8]([NH:10][C:11]([NH:13][C:14]2[CH:19]=[C:18]([C:20]3[C:31](=[O:32])[N:30]([CH3:33])[C:23]4[N:24]=[C:25]([NH:47][CH3:46])[N:26]=[CH:27][C:22]=4[CH:21]=3)[CH:17]=[CH:16][C:15]=2[F:34])=[O:12])[O:7][N:6]=1)([CH3:4])([CH3:3])[CH3:2]. (2) The reactants are C[O:2][C:3](=[O:58])[C:4]1[CH:9]=[CH:8][C:7]([O:10][CH2:11][CH2:12][O:13][C:14]2[C:19]([C:20]3[CH:25]=[CH:24][CH:23]=[C:22]([C:26]([F:29])([F:28])[F:27])[CH:21]=3)=[CH:18][C:17]([C:30](=[O:46])[NH:31][CH2:32][CH2:33][CH2:34][CH2:35][CH2:36][CH2:37][CH2:38][CH2:39][C:40]3[CH:45]=[CH:44][CH:43]=[CH:42][CH:41]=3)=[CH:16][C:15]=2[C:47]2[CH:52]=[CH:51][CH:50]=[C:49]([C:53]([F:56])([F:55])[F:54])[CH:48]=2)=[CH:6][C:5]=1[OH:57].[OH-].[Na+].Cl. The catalyst is CCO.O. The product is [OH:57][C:5]1[CH:6]=[C:7]([O:10][CH2:11][CH2:12][O:13][C:14]2[C:15]([C:47]3[CH:52]=[CH:51][CH:50]=[C:49]([C:53]([F:54])([F:55])[F:56])[CH:48]=3)=[CH:16][C:17]([C:30](=[O:46])[NH:31][CH2:32][CH2:33][CH2:34][CH2:35][CH2:36][CH2:37][CH2:38][CH2:39][C:40]3[CH:45]=[CH:44][CH:43]=[CH:42][CH:41]=3)=[CH:18][C:19]=2[C:20]2[CH:25]=[CH:24][CH:23]=[C:22]([C:26]([F:27])([F:28])[F:29])[CH:21]=2)[CH:8]=[CH:9][C:4]=1[C:3]([OH:58])=[O:2]. The yield is 0.960. (3) The product is [CH3:24][C:25]1[CH:26]=[C:27]([NH:28][C:2]2[C:7]([C:8]([F:11])([F:10])[F:9])=[CH:6][N:5]=[C:4]([NH:12][C:13]3[CH:18]=[CH:17][C:16]([P:19]([CH3:22])([CH3:21])=[O:20])=[CH:15][CH:14]=3)[N:3]=2)[CH:29]=[C:30]([CH3:32])[CH:31]=1. The yield is 0.650. The catalyst is C(O)C.CO. The reactants are Cl[C:2]1[C:7]([C:8]([F:11])([F:10])[F:9])=[CH:6][N:5]=[C:4]([NH:12][C:13]2[CH:18]=[CH:17][C:16]([P:19]([CH3:22])([CH3:21])=[O:20])=[CH:15][CH:14]=2)[N:3]=1.Cl.[CH3:24][C:25]1[CH:26]=[C:27]([CH:29]=[C:30]([CH3:32])[CH:31]=1)[NH2:28]. (4) The product is [CH:1]1([C:6]([C:11]2[CH:16]=[CH:15][CH:14]=[CH:13][CH:12]=2)([OH:10])[C:7]([O:9][CH3:17])=[O:8])[CH2:5][CH2:4][CH2:3][CH2:2]1. The catalyst is CN(C=O)C.C(Cl)Cl. The yield is 0.640. The reactants are [CH:1]1([C:6]([C:11]2[CH:16]=[CH:15][CH:14]=[CH:13][CH:12]=2)([OH:10])[C:7]([OH:9])=[O:8])[CH2:5][CH2:4][CH2:3][CH2:2]1.[C:17](=O)([O-])[O-].[K+].[K+].CI.O. (5) The reactants are [CH3:1][O:2][C:3]1[CH:4]=[C:5]2[C:10](=[CH:11][CH:12]=1)[C@@H:9]([CH2:13][CH2:14]O)[NH:8][CH2:7][CH2:6]2.[F:16][C:17]([F:22])([F:21])[C:18]([NH2:20])=[O:19].C(Br)(Br)(Br)[Br:24].C1(P(C2C=CC=CC=2)C2C=CC=CC=2)C=CC=CC=1. The catalyst is ClCCl. The product is [CH3:1][O:2][C:3]1[CH:4]=[C:5]2[C:10](=[CH:11][CH:12]=1)[C@@H:9]([CH2:13][CH2:14][Br:24])[NH:8][CH2:7][CH2:6]2.[F:16][C:17]([F:22])([F:21])[C:18]([NH2:20])=[O:19]. The yield is 0.980. (6) The reactants are Br[C:2]1[CH:3]=[N:4][CH:5]=[C:6]([F:8])[CH:7]=1.C([Mg]Cl)(C)C.[O:14]=[C:15]1[N:19]([C:20]([O:22][C:23]([CH3:26])([CH3:25])[CH3:24])=[O:21])[C@H:18]([C:27]([O:29][CH2:30][CH3:31])=[O:28])[CH2:17][CH2:16]1.Cl.[NH4+].[Cl-]. The catalyst is C1COCC1.CCCCCCC.CC(OC)(C)C. The product is [C:23]([O:22][C:20]([NH:19][C@@H:18]([CH2:17][CH2:16][C:15]([C:2]1[CH:3]=[N:4][CH:5]=[C:6]([F:8])[CH:7]=1)=[O:14])[C:27]([O:29][CH2:30][CH3:31])=[O:28])=[O:21])([CH3:24])([CH3:26])[CH3:25]. The yield is 1.02. (7) The yield is 0.440. The catalyst is C(O)C. The reactants are [CH2:1]([O:5][C:6]1[N:14]=[C:13]2[C:9]([N:10]=[C:11]([O:23]C)[N:12]2[CH2:15][C:16]2[CH:17]=[N:18][C:19](Cl)=[CH:20][CH:21]=2)=[C:8]([NH2:25])[N:7]=1)[CH2:2][CH2:3][CH3:4].[CH2:26]([O:28][C:29]([CH:31]1[CH2:36][CH2:35][NH:34][CH2:33][CH2:32]1)=[O:30])[CH3:27]. The product is [CH2:1]([O:5][C:6]1[N:14]=[C:13]2[C:9]([N:10]=[C:11]([OH:23])[N:12]2[CH2:15][C:16]2[CH:17]=[N:18][C:19]([N:34]3[CH2:35][CH2:36][CH:31]([C:29]([O:28][CH2:26][CH3:27])=[O:30])[CH2:32][CH2:33]3)=[CH:20][CH:21]=2)=[C:8]([NH2:25])[N:7]=1)[CH2:2][CH2:3][CH3:4]. (8) The reactants are C[O:2][C:3]1[CH:8]=[C:7]([O:9][CH3:10])[CH:6]=[CH:5][C:4]=1[C:11]1[C:20](=[O:21])[C:19]2[C:14](=[CH:15][C:16]([OH:22])=[CH:17][CH:18]=2)[O:13][CH:12]=1.[Al+3].[Cl-].[Cl-].[Cl-].O. The catalyst is CC#N. The product is [OH:22][C:16]1[CH:15]=[C:14]2[C:19]([C:20](=[O:21])[C:11]([C:4]3[CH:5]=[CH:6][C:7]([O:9][CH3:10])=[CH:8][C:3]=3[OH:2])=[CH:12][O:13]2)=[CH:18][CH:17]=1. The yield is 0.500. (9) The reactants are C([Li])CCC.C(NC(C)C)(C)C.[Cl:13][C:14]1[C:19]([Cl:20])=[CH:18][C:17]([C:21]2[O:22][C:23]([CH2:26][CH3:27])=[CH:24][N:25]=2)=[CH:16][N:15]=1.[CH3:28][S:29](=O)(SC)=O. The catalyst is C1COCC1.[NH4+].[Cl-]. The product is [Cl:13][C:14]1[C:19]([Cl:20])=[C:18]([S:29][CH3:28])[C:17]([C:21]2[O:22][C:23]([CH2:26][CH3:27])=[CH:24][N:25]=2)=[CH:16][N:15]=1. The yield is 0.200. (10) The reactants are N[C:2]1[C:3]([C:15]([NH:17][CH2:18][CH:19]2[CH2:21][CH2:20]2)=[O:16])=[CH:4][CH:5]=[C:6]([C:8]2[CH:13]=[CH:12][CH:11]=[CH:10][C:9]=2[CH3:14])[CH:7]=1.[Cl:22][C:23]1[CH:28]=[C:27]([C:29](Cl)=[O:30])[CH:26]=[CH:25][N:24]=1.C([N:34](CC)CC)C. The catalyst is C(Cl)Cl. The product is [Cl:22][C:23]1[CH:28]=[C:27]([CH:26]=[CH:25][N:24]=1)[C:29]([NH:34][C:12]1[CH:13]=[C:8]([C:6]2[CH:5]=[CH:4][C:3]([C:15]([NH:17][CH2:18][CH:19]3[CH2:21][CH2:20]3)=[O:16])=[CH:2][CH:7]=2)[C:9]([CH3:14])=[CH:10][CH:11]=1)=[O:30]. The yield is 0.330.